This data is from Forward reaction prediction with 1.9M reactions from USPTO patents (1976-2016). The task is: Predict the product of the given reaction. (1) Given the reactants C(=O)([O-])[O-].[K+].[K+].Br[CH2:8][CH3:9].[F:10][C:11]1[C:16]([OH:17])=[CH:15][N:14]=[C:13]2[N:18]([Si](C(C)C)(C(C)C)C(C)C)[CH:19]=[CH:20][C:12]=12.O.C(#N)C, predict the reaction product. The product is: [CH2:8]([O:17][C:16]1[C:11]([F:10])=[C:12]2[CH:20]=[CH:19][NH:18][C:13]2=[N:14][CH:15]=1)[CH3:9]. (2) Given the reactants S(=O)(=O)(O)O.[CH3:6][C:7]1[C:8]([S:13][C:14]2[CH:15]=[C:16]([O:22][C:23]3[C:24]([CH3:29])=[N:25][CH:26]=[CH:27][CH:28]=3)[C:17]([C:20]#[N:21])=[N:18][CH:19]=2)=[N:9][CH:10]=[CH:11][CH:12]=1.[OH-:30].[Na+], predict the reaction product. The product is: [CH3:6][C:7]1[C:8]([S:13][C:14]2[CH:15]=[C:16]([O:22][C:23]3[C:24]([CH3:29])=[N:25][CH:26]=[CH:27][CH:28]=3)[C:17]([C:20]([NH2:21])=[O:30])=[N:18][CH:19]=2)=[N:9][CH:10]=[CH:11][CH:12]=1. (3) Given the reactants [Cl:1][C:2]1[N:10]=[C:9]2[C:5]([N:6]=[CH:7][N:8]2[CH3:11])=[C:4]([N:12]2[CH2:17][CH2:16][O:15][CH2:14][C@@H:13]2[CH3:18])[N:3]=1.CN(CCN(C)C)C.[Li]CCCC.CN([CH:35]=[O:36])C.Cl, predict the reaction product. The product is: [Cl:1][C:2]1[N:10]=[C:9]2[C:5]([N:6]=[C:7]([CH:35]=[O:36])[N:8]2[CH3:11])=[C:4]([N:12]2[CH2:17][CH2:16][O:15][CH2:14][C@@H:13]2[CH3:18])[N:3]=1. (4) Given the reactants [Cl:1][C:2]1[CH:11]=[C:10]2[C:5]([C:6](O)=[C:7]([S:12]([C:15]3[CH:20]=[CH:19][C:18]([Cl:21])=[CH:17][CH:16]=3)(=[O:14])=[O:13])[CH:8]=[N:9]2)=[CH:4][CH:3]=1.O(Cl)[Cl:24].[P+5].[Na], predict the reaction product. The product is: [Cl:21][C:18]1[CH:19]=[CH:20][C:15]([S:12]([C:7]2[CH:8]=[N:9][C:10]3[C:5]([C:6]=2[Cl:24])=[CH:4][CH:3]=[C:2]([Cl:1])[CH:11]=3)(=[O:14])=[O:13])=[CH:16][CH:17]=1. (5) Given the reactants [CH3:1][C@@H:2]([OH:6])[C@H:3]([OH:5])[CH3:4].O.[H-].[Na+].[Br:10][C:11]1[C:12](Cl)=[N:13][C:14]([NH:17][C:18]2[CH:23]=[CH:22][C:21]([S:24]([CH3:27])(=[NH:26])=[O:25])=[CH:20][CH:19]=2)=[N:15][CH:16]=1, predict the reaction product. The product is: [Br:10][C:11]1[C:12]([O:5][C@H:3]([CH3:4])[C@H:2]([OH:6])[CH3:1])=[N:13][C:14]([NH:17][C:18]2[CH:19]=[CH:20][C:21]([S:24]([CH3:27])(=[NH:26])=[O:25])=[CH:22][CH:23]=2)=[N:15][CH:16]=1. (6) Given the reactants C(O)(C)C.[C:5]([O:9][C:10]([NH:12][C@H:13]1[CH2:18][CH2:17][C@H:16](/[C:19](/[C:22]2[S:26][CH:25]=[C:24]([C:27]([O:29][CH3:30])=[O:28])[C:23]=2[CH3:31])=[CH:20]\[CH3:21])[CH2:15][CH2:14]1)=[O:11])([CH3:8])([CH3:7])[CH3:6], predict the reaction product. The product is: [C:5]([O:9][C:10]([NH:12][C@H:13]1[CH2:14][CH2:15][C@H:16]([CH:19]([C:22]2[S:26][CH:25]=[C:24]([C:27]([O:29][CH3:30])=[O:28])[C:23]=2[CH3:31])[CH2:20][CH3:21])[CH2:17][CH2:18]1)=[O:11])([CH3:8])([CH3:7])[CH3:6]. (7) Given the reactants C(Cl)(=O)C(Cl)=O.[F:7][C:8]1[C:9]([C:15]([OH:17])=O)=[N:10][CH:11]=[C:12]([F:14])[CH:13]=1.O1CCOCC1.[CH3:24][NH:25][CH2:26][CH2:27][OH:28].C(N(CC)CC)C, predict the reaction product. The product is: [F:7][C:8]1[C:9]([C:15]([N:25]([CH2:26][CH2:27][OH:28])[CH3:24])=[O:17])=[N:10][CH:11]=[C:12]([F:14])[CH:13]=1. (8) Given the reactants Br[C:2]1[C:3](=[O:13])[C:4]2[C:9]([C:10](=[O:12])[CH:11]=1)=[CH:8][CH:7]=[CH:6][CH:5]=2.[CH2:14]([NH2:17])[CH2:15][CH3:16], predict the reaction product. The product is: [CH2:14]([NH:17][C:2]1[C:3](=[O:13])[C:4]2[C:9]([C:10](=[O:12])[CH:11]=1)=[CH:8][CH:7]=[CH:6][CH:5]=2)[CH2:15][CH3:16].